Dataset: Reaction yield outcomes from USPTO patents with 853,638 reactions. Task: Predict the reaction yield, written as a fraction of the theoretical maximum amount of product (1.0 means a 100% yield; for example, 0.34 means a 34% yield). The reactants are [OH-].[Na+].[F:3][C:4]1[CH:9]=[CH:8][CH:7]=[CH:6][C:5]=1[N:10]1[C:14]([O:15][CH3:16])=[CH:13][C:12]([C:17]([NH:19][C@H:20]([C:27]2[CH:32]=[CH:31][CH:30]=[CH:29][C:28]=2[CH3:33])[CH2:21][C:22]([O:24]CC)=[O:23])=[O:18])=[N:11]1. The catalyst is CC1CCCO1. The product is [F:3][C:4]1[CH:9]=[CH:8][CH:7]=[CH:6][C:5]=1[N:10]1[C:14]([O:15][CH3:16])=[CH:13][C:12]([C:17]([NH:19][C@H:20]([C:27]2[CH:32]=[CH:31][CH:30]=[CH:29][C:28]=2[CH3:33])[CH2:21][C:22]([OH:24])=[O:23])=[O:18])=[N:11]1. The yield is 0.820.